Dataset: Catalyst prediction with 721,799 reactions and 888 catalyst types from USPTO. Task: Predict which catalyst facilitates the given reaction. (1) Reactant: [OH:1][C:2]1[CH:7]=[CH:6][C:5]([CH2:8][CH2:9][C:10]([OH:12])=[O:11])=[CH:4][CH:3]=1.C1N2CN3CN(C2)CN1C3.FC(F)(F)[C:25](O)=[O:26]. Product: [CH:25]([C:7]1[CH:6]=[C:5]([CH2:8][CH2:9][C:10]([OH:12])=[O:11])[CH:4]=[CH:3][C:2]=1[OH:1])=[O:26]. The catalyst class is: 4. (2) The catalyst class is: 23. Reactant: Cl[CH2:2][C:3]1[CH:18]=[CH:17][C:6]([O:7][C:8]2[S:9][C:10]3[CH:16]=[CH:15][CH:14]=[CH:13][C:11]=3[N:12]=2)=[CH:5][CH:4]=1.[C:19]([O:23][C:24]([N:26]1[CH2:31][C@@H:30]2[CH2:32][C@H:27]1[CH2:28][NH:29]2)=[O:25])([CH3:22])([CH3:21])[CH3:20].C(N(CC)CC)C. Product: [C:19]([O:23][C:24]([N:26]1[CH2:31][C@@H:30]2[CH2:32][C@H:27]1[CH2:28][N:29]2[CH2:2][C:3]1[CH:18]=[CH:17][C:6]([O:7][C:8]2[S:9][C:10]3[CH:16]=[CH:15][CH:14]=[CH:13][C:11]=3[N:12]=2)=[CH:5][CH:4]=1)=[O:25])([CH3:22])([CH3:20])[CH3:21]. (3) Reactant: [Cl:1][CH2:2][CH2:3][O:4][C:5]1[C:6]([N+:26]([O-:28])=[O:27])=[C:7]([CH2:12][S:13]([C:16]2[C:25]3[C:20](=[CH:21][CH:22]=[CH:23][CH:24]=3)[CH:19]=[CH:18][CH:17]=2)(=[O:15])=[O:14])[CH:8]=[C:9](F)[CH:10]=1.[CH3:29][N:30]1[CH2:35][CH2:34][NH:33][CH2:32][CH2:31]1. Product: [Cl:1][CH2:2][CH2:3][O:4][C:5]1[CH:10]=[C:9]([N:33]2[CH2:34][CH2:35][N:30]([CH3:29])[CH2:31][CH2:32]2)[CH:8]=[C:7]([CH2:12][S:13]([C:16]2[C:25]3[C:20](=[CH:21][CH:22]=[CH:23][CH:24]=3)[CH:19]=[CH:18][CH:17]=2)(=[O:15])=[O:14])[C:6]=1[N+:26]([O-:28])=[O:27]. The catalyst class is: 18. (4) Reactant: [C:1]([O:4][C@H:5]1[CH2:10][CH2:9][C@H:8]([C:11](=[O:29])[CH2:12][N:13]2[C:22]3[C:17](=[CH:18][N:19]=[CH:20][CH:21]=3)[C:16]3[CH:23]=[C:24]([F:27])[CH:25]=[CH:26][C:15]=3[C:14]2=[O:28])[CH2:7][CH2:6]1)(=[O:3])[CH3:2].ClC1C=CC=C(C(OO)=[O:38])C=1.[O-]S(S([O-])=O)=O.[Na+].[Na+].C([O-])(O)=O.[Na+]. The catalyst class is: 4. Product: [C:1]([O:4][C@H:5]1[CH2:10][CH2:9][C@H:8]([C:11](=[O:29])[CH2:12][N:13]2[C:22]3[C:17](=[CH:18][N+:19]([O-:38])=[CH:20][CH:21]=3)[C:16]3[CH:23]=[C:24]([F:27])[CH:25]=[CH:26][C:15]=3[C:14]2=[O:28])[CH2:7][CH2:6]1)(=[O:3])[CH3:2]. (5) Reactant: [Cl:1][C:2]([CH3:25])([CH3:24])[C:3]([C:5]1[CH:10]=[CH:9][C:8]([CH2:11][C:12]2[CH:17]=[CH:16][C:15]([C:18](=[O:23])[C:19]([Cl:22])([CH3:21])[CH3:20])=[CH:14][CH:13]=2)=[CH:7][CH:6]=1)=[O:4].[Br:26]Br. Product: [Br:26][CH:11]([C:12]1[CH:17]=[CH:16][C:15]([C:18](=[O:23])[C:19]([Cl:22])([CH3:20])[CH3:21])=[CH:14][CH:13]=1)[C:8]1[CH:7]=[CH:6][C:5]([C:3](=[O:4])[C:2]([Cl:1])([CH3:25])[CH3:24])=[CH:10][CH:9]=1. The catalyst class is: 262. (6) Reactant: [CH2:1]([C@:3]1([OH:19])[C:15]2[CH:14]=[C:13]3[N:9]([CH2:10][CH2:11][C:12]3=O)[C:8](=[O:17])[C:7]=2[CH2:6][O:5][C:4]1=[O:18])[CH3:2].C1(C)C=CC(S(O)(=O)=O)=CC=1.O1CCO[CH:32]1[C:36]1[CH:41]=[C:40]([O:42][CH3:43])[N:39]=[CH:38][C:37]=1[NH2:44]. Product: [CH2:1]([C@:3]1([OH:19])[C:15]2[CH:14]=[C:13]3[N:9]([CH2:10][C:11]4[C:12]3=[N:44][C:37]3[CH:38]=[N:39][C:40]([O:42][CH3:43])=[CH:41][C:36]=3[CH:32]=4)[C:8](=[O:17])[C:7]=2[CH2:6][O:5][C:4]1=[O:18])[CH3:2]. The catalyst class is: 11. (7) Reactant: Br[C:2]1[CH:9]=[CH:8][C:5]([CH:6]=[O:7])=[C:4]([O:10][CH3:11])[CH:3]=1.P([O-])([O-])([O-])=O.[K+].[K+].[K+].[F:20][C:21]1[CH:26]=[CH:25][C:24](B(O)O)=[CH:23][CH:22]=1.C1(P(C2CCCCC2)C2CCCCC2)CCCCC1. Product: [F:20][C:21]1[CH:26]=[CH:25][C:24]([C:2]2[CH:9]=[CH:8][C:5]([CH:6]=[O:7])=[C:4]([O:10][CH3:11])[CH:3]=2)=[CH:23][CH:22]=1. The catalyst class is: 706. (8) Reactant: [NH2:1][C:2]1[CH:3]=[N:4][CH:5]=[N:6][CH:7]=1.C[Si]([N-][Si](C)(C)C)(C)C.[Na+].Cl[C:19]1[N:24]=[C:23]([N:25]2[CH2:30][CH2:29][O:28][CH2:27][CH2:26]2)[N:22]=[C:21]([N:31]2[C:35]3[CH:36]=[CH:37][CH:38]=[CH:39][C:34]=3[N:33]=[C:32]2[CH:40]([F:42])[F:41])[N:20]=1.C(O)(=O)C. Product: [F:42][CH:40]([F:41])[C:32]1[N:31]([C:21]2[N:22]=[C:23]([N:25]3[CH2:26][CH2:27][O:28][CH2:29][CH2:30]3)[N:24]=[C:19]([NH:1][C:2]3[CH:3]=[N:4][CH:5]=[N:6][CH:7]=3)[N:20]=2)[C:35]2[CH:36]=[CH:37][CH:38]=[CH:39][C:34]=2[N:33]=1. The catalyst class is: 20. (9) Product: [Cl:1][C:2]1[CH:7]=[CH:6][C:5]([O:8][C:9]2[CH:10]=[CH:11][C:12]([CH2:15][S:16][C:17]3[NH:18][CH:19]=[C:20]([CH2:24][OH:25])[C:21](=[O:23])[N:22]=3)=[CH:13][CH:14]=2)=[CH:4][C:3]=1[C:29]([F:30])([F:32])[F:31]. The catalyst class is: 1. Reactant: [Cl:1][C:2]1[CH:7]=[CH:6][C:5]([O:8][C:9]2[CH:14]=[CH:13][C:12]([CH2:15][S:16][C:17]3[NH:18][CH:19]=[C:20]([C:24](OCC)=[O:25])[C:21](=[O:23])[N:22]=3)=[CH:11][CH:10]=2)=[CH:4][C:3]=1[C:29]([F:32])([F:31])[F:30].B.CSC.